This data is from Catalyst prediction with 721,799 reactions and 888 catalyst types from USPTO. The task is: Predict which catalyst facilitates the given reaction. Reactant: Cl.[CH3:2][O:3][C:4]([C@H:6]1[CH2:10][CH2:9][CH2:8][C@H:7]1[NH2:11])=[O:5].S([O-])([O-])(=O)=O.[Mg+2].C(N(CC)CC)C.[F:25][C:26]1[CH:33]=[CH:32][C:29]([CH:30]=O)=[CH:28][CH:27]=1.[BH4-].[Na+].C(=O)(O)[O-].[Na+]. Product: [CH3:2][O:3][C:4]([C@H:6]1[CH2:10][CH2:9][CH2:8][C@H:7]1[NH:11][CH2:30][C:29]1[CH:32]=[CH:33][C:26]([F:25])=[CH:27][CH:28]=1)=[O:5]. The catalyst class is: 7.